From a dataset of Catalyst prediction with 721,799 reactions and 888 catalyst types from USPTO. Predict which catalyst facilitates the given reaction. (1) Reactant: [CH3:1][N:2]1[C:6]([C:7]2[CH:8]=[C:9]3[C:13](=[CH:14][CH:15]=2)[NH:12][C:11](OS(C(F)(F)F)(=O)=O)=[CH:10]3)=[CH:5][C:4]([C:24]([F:27])([F:26])[F:25])=[N:3]1.[Cl:28][C:29]1[C:30]([O:38][CH3:39])=[N:31][CH:32]=[CH:33][C:34]=1B(O)O. Product: [Cl:28][C:29]1[C:30]([O:38][CH3:39])=[N:31][CH:32]=[CH:33][C:34]=1[C:11]1[NH:12][C:13]2[C:9]([CH:10]=1)=[CH:8][C:7]([C:6]1[N:2]([CH3:1])[N:3]=[C:4]([C:24]([F:27])([F:26])[F:25])[CH:5]=1)=[CH:15][CH:14]=2. The catalyst class is: 12. (2) Reactant: [Br:1][C:2]1[CH:7]=[CH:6][C:5]([CH2:8][NH2:9])=[C:4]([F:10])[CH:3]=1.[N:11]1[N:15]2[CH2:16][CH2:17][CH2:18][CH2:19][C:14]2=[CH:13][C:12]=1[C:20](O)=[O:21].CN(C(ON1N=NC2C=CC=CC1=2)=[N+](C)C)C.F[P-](F)(F)(F)(F)F.CCN(C(C)C)C(C)C. Product: [Br:1][C:2]1[CH:7]=[CH:6][C:5]([CH2:8][NH:9][C:20]([C:12]2[CH:13]=[C:14]3[CH2:19][CH2:18][CH2:17][CH2:16][N:15]3[N:11]=2)=[O:21])=[C:4]([F:10])[CH:3]=1. The catalyst class is: 39. (3) Reactant: O=C1CCC(=O)N1O[C:9](=[O:19])[CH2:10][NH:11][C:12]([O:14][C:15]([CH3:18])([CH3:17])[CH3:16])=[O:13].[NH2:20][CH2:21][CH2:22][CH2:23][CH2:24][CH2:25][CH2:26][NH:27][C:28](=[O:50])[CH2:29][CH2:30][CH2:31][CH2:32][CH2:33][NH:34][C:35](=[O:49])[CH2:36][CH2:37][CH2:38][CH2:39][CH:40]1[CH:47]2[CH:43]([NH:44][C:45](=[O:48])[NH:46]2)[CH2:42][S:41]1.CCN(CC)CC. Product: [C:15]([O:14][C:12](=[O:13])[NH:11][CH2:10][C:9](=[O:19])[NH:20][CH2:21][CH2:22][CH2:23][CH2:24][CH2:25][CH2:26][NH:27][C:28](=[O:50])[CH2:29][CH2:30][CH2:31][CH2:32][CH2:33][NH:34][C:35](=[O:49])[CH2:36][CH2:37][CH2:38][CH2:39][CH:40]1[CH:47]2[CH:43]([NH:44][C:45](=[O:48])[NH:46]2)[CH2:42][S:41]1)([CH3:16])([CH3:17])[CH3:18]. The catalyst class is: 3. (4) Reactant: [O:1]1[C:3]2([CH2:8][CH2:7][N:6]([C:9]([O:11][C:12]([CH3:15])([CH3:14])[CH3:13])=[O:10])[CH2:5][CH2:4]2)[CH2:2]1.[CH3:16][C:17]1([NH2:21])[CH2:20][CH2:19][CH2:18]1.[Al]. Product: [OH:1][C:3]1([CH2:2][NH:21][C:17]2([CH3:16])[CH2:20][CH2:19][CH2:18]2)[CH2:8][CH2:7][N:6]([C:9]([O:11][C:12]([CH3:15])([CH3:14])[CH3:13])=[O:10])[CH2:5][CH2:4]1. The catalyst class is: 8. (5) Reactant: C=O.[OH-].[Na+].[CH3:5][O:6]CCOC.[Cl:11][C:12]1[C:13]([CH:21]([C:31]2[C:36]([F:37])=[CH:35][CH:34]=[C:33]([F:38])[C:32]=2[F:39])[S:22]([CH2:25][CH2:26][C:27]([F:30])([F:29])[F:28])(=[O:24])=[O:23])=[CH:14][C:15]([C:18]([NH2:20])=[O:19])=[N:16][CH:17]=1. Product: [Cl:11][C:12]1[C:13]([CH:21]([C:31]2[C:36]([F:37])=[CH:35][CH:34]=[C:33]([F:38])[C:32]=2[F:39])[S:22]([CH2:25][CH2:26][C:27]([F:30])([F:29])[F:28])(=[O:24])=[O:23])=[CH:14][C:15]([C:18]([NH:20][CH2:5][OH:6])=[O:19])=[N:16][CH:17]=1. The catalyst class is: 6.